Task: Predict the product of the given reaction.. Dataset: Forward reaction prediction with 1.9M reactions from USPTO patents (1976-2016) (1) Given the reactants [N+:1]([O-:4])(O)=[O:2].[CH3:5][CH:6]1[CH2:14][C:13]2[C:8](=[CH:9][CH:10]=[C:11]([NH:15][C:16](=[O:18])[CH3:17])[CH:12]=2)[CH2:7]1, predict the reaction product. The product is: [CH3:5][CH:6]1[CH2:14][C:13]2[C:8](=[CH:9][C:10]([N+:1]([O-:4])=[O:2])=[C:11]([NH:15][C:16](=[O:18])[CH3:17])[CH:12]=2)[CH2:7]1. (2) Given the reactants [NH2:1][C@H:2]([CH2:7][CH2:8][CH2:9][NH:10][C:11]([NH:13][S:14]([C:17]1[C:18]([CH3:31])=[C:19]2[C:24](=[C:25]([CH3:28])[C:26]=1[CH3:27])[O:23][C:22]([CH3:30])([CH3:29])[CH2:21][CH2:20]2)(=[O:16])=[O:15])=[NH:12])[C:3]([O:5][CH3:6])=[O:4].[CH2:32]([N:39]1[CH:44]=[CH:43][CH:42]=[C:41]([C:45](O)=[O:46])[C:40]1=[O:48])[C:33]1[CH:38]=[CH:37][CH:36]=[CH:35][CH:34]=1.CN(C(ON1N=NC2C=CC=CC1=2)=[N+](C)C)C.F[P-](F)(F)(F)(F)F.CCN(C(C)C)C(C)C, predict the reaction product. The product is: [CH2:32]([N:39]1[CH:44]=[CH:43][CH:42]=[C:41]([C:45]([NH:1][C@H:2]([CH2:7][CH2:8][CH2:9][NH:10][C:11]([NH:13][S:14]([C:17]2[C:18]([CH3:31])=[C:19]3[C:24](=[C:25]([CH3:28])[C:26]=2[CH3:27])[O:23][C:22]([CH3:29])([CH3:30])[CH2:21][CH2:20]3)(=[O:15])=[O:16])=[NH:12])[C:3]([O:5][CH3:6])=[O:4])=[O:46])[C:40]1=[O:48])[C:33]1[CH:34]=[CH:35][CH:36]=[CH:37][CH:38]=1. (3) Given the reactants [OH:1][CH2:2][CH2:3][CH2:4][CH2:5][CH2:6][CH2:7][O:8][C:9]1[CH:16]=[CH:15][C:12]([CH:13]=O)=[CH:11][C:10]=1[O:17][CH3:18].[O:19]1[C:23]2[CH:24]=[CH:25][C:26]([CH2:28][C:29]#[N:30])=[CH:27][C:22]=2[O:21][CH2:20]1, predict the reaction product. The product is: [O:19]1[C:23]2[CH:24]=[CH:25][C:26](/[C:28](=[CH:13]/[C:12]3[CH:15]=[CH:16][C:9]([O:8][CH2:7][CH2:6][CH2:5][CH2:4][CH2:3][CH2:2][OH:1])=[C:10]([O:17][CH3:18])[CH:11]=3)/[C:29]#[N:30])=[CH:27][C:22]=2[O:21][CH2:20]1. (4) Given the reactants [CH3:1][N:2]([CH3:15])[CH2:3][CH2:4][CH2:5][O:6][C:7]1[CH:14]=[CH:13][C:10]([C:11]#[N:12])=[CH:9][CH:8]=1, predict the reaction product. The product is: [NH2:12][CH2:11][C:10]1[CH:9]=[CH:8][C:7]([O:6][CH2:5][CH2:4][CH2:3][N:2]([CH3:1])[CH3:15])=[CH:14][CH:13]=1. (5) The product is: [Cl:1][C:2]1[CH:3]=[CH:4][C:5]([CH:8]([C:13]2[C:21]3[C:16](=[C:17]([CH2:22][S:23]([CH3:24])=[O:27])[CH:18]=[CH:19][CH:20]=3)[NH:15][CH:14]=2)[CH2:9][CH2:10][C:11]#[N:12])=[CH:6][CH:7]=1. Given the reactants [Cl:1][C:2]1[CH:7]=[CH:6][C:5]([CH:8]([C:13]2[C:21]3[C:16](=[C:17]([CH2:22][S:23][CH3:24])[CH:18]=[CH:19][CH:20]=3)[NH:15][CH:14]=2)[CH2:9][CH2:10][C:11]#[N:12])=[CH:4][CH:3]=1.CS(CC1C=CC=C2C=1NC=C2C(C1C=CC(C(F)(F)F)=CC=1)CCC#N)=[O:27], predict the reaction product. (6) Given the reactants C[O-].[K+].C[O:5][C:6](=[O:20])[CH:7]([CH2:16][CH:17]([CH3:19])[CH3:18])[CH2:8][C:9]([O:11][C:12]([CH3:15])([CH3:14])[CH3:13])=[O:10], predict the reaction product. The product is: [C:12]([O:11][C:9](=[O:10])[CH2:8][CH:7]([CH2:16][CH:17]([CH3:18])[CH3:19])[C:6]([OH:20])=[O:5])([CH3:15])([CH3:14])[CH3:13].